From a dataset of NCI-60 drug combinations with 297,098 pairs across 59 cell lines. Regression. Given two drug SMILES strings and cell line genomic features, predict the synergy score measuring deviation from expected non-interaction effect. (1) Drug 2: CC1=C2C(C(=O)C3(C(CC4C(C3C(C(C2(C)C)(CC1OC(=O)C(C(C5=CC=CC=C5)NC(=O)C6=CC=CC=C6)O)O)OC(=O)C7=CC=CC=C7)(CO4)OC(=O)C)O)C)OC(=O)C. Synergy scores: CSS=42.8, Synergy_ZIP=-0.924, Synergy_Bliss=4.07, Synergy_Loewe=-12.3, Synergy_HSA=2.33. Drug 1: C1CCC(C1)C(CC#N)N2C=C(C=N2)C3=C4C=CNC4=NC=N3. Cell line: SW-620. (2) Drug 1: C1=NC2=C(N=C(N=C2N1C3C(C(C(O3)CO)O)O)F)N. Drug 2: C1CN(CCN1C(=O)CCBr)C(=O)CCBr. Cell line: RXF 393. Synergy scores: CSS=-1.88, Synergy_ZIP=1.73, Synergy_Bliss=4.63, Synergy_Loewe=-1.27, Synergy_HSA=-0.543. (3) Drug 1: CNC(=O)C1=CC=CC=C1SC2=CC3=C(C=C2)C(=NN3)C=CC4=CC=CC=N4. Cell line: TK-10. Drug 2: CN1C2=C(C=C(C=C2)N(CCCl)CCCl)N=C1CCCC(=O)O.Cl. Synergy scores: CSS=0.289, Synergy_ZIP=0.0142, Synergy_Bliss=0.990, Synergy_Loewe=-3.15, Synergy_HSA=-0.258.